Dataset: Forward reaction prediction with 1.9M reactions from USPTO patents (1976-2016). Task: Predict the product of the given reaction. (1) Given the reactants [C:1]([C:3]1[C:11]2[C:6](=[CH:7][CH:8]=[CH:9][CH:10]=2)[N:5]([C:12]2[CH:17]=[CH:16][CH:15]=[C:14]([F:18])[CH:13]=2)[C:4]=1[C:19]([O:21]C)=[O:20])#[N:2].[OH-].[Li+].O, predict the reaction product. The product is: [C:1]([C:3]1[C:11]2[C:6](=[CH:7][CH:8]=[CH:9][CH:10]=2)[N:5]([C:12]2[CH:17]=[CH:16][CH:15]=[C:14]([F:18])[CH:13]=2)[C:4]=1[C:19]([OH:21])=[O:20])#[N:2]. (2) The product is: [CH2:1]([S:3][CH:18]=[CH:19][C:20](=[N:28][C:29]1[CH:34]=[CH:33][CH:32]=[CH:31][CH:30]=1)[O:21][C:22]1[CH:27]=[CH:26][CH:25]=[CH:24][CH:23]=1)[CH3:2]. Given the reactants [CH2:1]([SH:3])[CH3:2].CN(C=O)C.[H-].[Na+].O([CH:18]=[CH:19][C:20](=[N:28][C:29]1[CH:34]=[CH:33][CH:32]=[CH:31][CH:30]=1)[O:21][C:22]1[CH:27]=[CH:26][CH:25]=[CH:24][CH:23]=1)C1C=CC=CC=1, predict the reaction product. (3) Given the reactants [CH3:1][C:2]1[CH:11]=[CH:10][C:5]2[N:6]=[C:7]([NH2:9])[S:8][C:4]=2[CH:3]=1.[F:12][C:13]([F:24])([F:23])[C:14]1[CH:15]=[C:16]([CH:20]=[CH:21][CH:22]=1)[C:17](Cl)=[O:18].Br[CH:26]([CH2:31][CH3:32])[C:27]([O:29]C)=[O:28].COC1C=CC2N=C(N)SC=2C=1.ClC1C=C(C=CC=1)C(Cl)=O.BrCC(OCC)=O, predict the reaction product. The product is: [CH3:1][C:2]1[CH:11]=[CH:10][C:5]2[N:6]([CH:26]([CH2:31][CH3:32])[C:27]([OH:29])=[O:28])[C:7](=[N:9][C:17](=[O:18])[C:16]3[CH:20]=[CH:21][CH:22]=[C:14]([C:13]([F:24])([F:23])[F:12])[CH:15]=3)[S:8][C:4]=2[CH:3]=1. (4) Given the reactants [N:1]([C@@:4]1(O)[C@@H:8]([CH2:9][OH:10])[O:7][C@@H:6]([N:11]2[CH:19]=[C:17]([CH3:18])[C:15](=[O:16])[NH:14][C:12]2=[O:13])[CH2:5]1)=[N+]=[N-].C(#N)C.C1(P(C2C=CC=CC=2)C2C=CC=CC=2)C=CC=CC=1, predict the reaction product. The product is: [NH2:1][C@@H:4]1[C@@H:8]([CH2:9][OH:10])[O:7][C@@H:6]([N:11]2[CH:19]=[C:17]([CH3:18])[C:15](=[O:16])[NH:14][C:12]2=[O:13])[CH2:5]1. (5) Given the reactants Br[C:2]1[S:6][C:5]([CH2:7][NH:8][C:9]2[N:26]=[CH:25][CH:24]=[CH:23][C:10]=2[C:11]([NH:13][C@H:14]([C:16]2[CH:21]=[CH:20][C:19]([F:22])=[CH:18][CH:17]=2)[CH3:15])=[O:12])=[CH:4][CH:3]=1.[CH3:27][C:28]1([CH3:44])[C:32]([CH3:34])([CH3:33])[O:31][B:30]([B:30]2[O:31][C:32]([CH3:34])([CH3:33])[C:28]([CH3:44])([CH3:27])[O:29]2)[O:29]1.CC([O-])=O.[K+].ClCCl, predict the reaction product. The product is: [F:22][C:19]1[CH:20]=[CH:21][C:16]([C@@H:14]([NH:13][C:11](=[O:12])[C:10]2[CH:23]=[CH:24][CH:25]=[N:26][C:9]=2[NH:8][CH2:7][C:5]2[S:6][C:2]([B:30]3[O:31][C:32]([CH3:34])([CH3:33])[C:28]([CH3:44])([CH3:27])[O:29]3)=[CH:3][CH:4]=2)[CH3:15])=[CH:17][CH:18]=1.